From a dataset of Catalyst prediction with 721,799 reactions and 888 catalyst types from USPTO. Predict which catalyst facilitates the given reaction. (1) Reactant: [C:1]([C:11]1[CH:16]=[C:15]([O:17][CH3:18])[CH:14]=[CH:13][C:12]=1[C:19](=[O:27])[CH2:20][C:21]1[CH:26]=[CH:25][CH:24]=[CH:23][CH:22]=1)#[C:2][CH2:3][CH2:4][CH2:5][CH2:6][CH2:7][CH2:8][CH2:9][CH3:10].C[Si]([N-][Si](C)(C)C)(C)C.[K+]. Product: [CH3:18][O:17][C:15]1[CH:16]=[C:11]2[C:12](=[CH:13][CH:14]=1)[C:19]([OH:27])=[C:20]([C:21]1[CH:22]=[CH:23][CH:24]=[CH:25][CH:26]=1)[C:2]([CH2:3][CH2:4][CH2:5][CH2:6][CH2:7][CH2:8][CH2:9][CH3:10])=[CH:1]2. The catalyst class is: 11. (2) Reactant: [CH3:1][Sn:2]([CH3:8])([CH3:7])[Sn:2]([CH3:8])([CH3:7])[CH3:1].[Cl:9][C:10]1[CH:15]=[CH:14][N:13]=[C:12]2[CH:16]=[C:17](I)[S:18][C:11]=12. Product: [Cl:9][C:10]1[CH:15]=[CH:14][N:13]=[C:12]2[CH:16]=[C:17]([Sn:2]([CH3:8])([CH3:7])[CH3:1])[S:18][C:11]=12. The catalyst class is: 12.